Predict the reactants needed to synthesize the given product. From a dataset of Full USPTO retrosynthesis dataset with 1.9M reactions from patents (1976-2016). (1) Given the product [CH2:1]([CH:5]([C:11]([OH:13])=[O:12])[C:6]([OH:8])=[O:7])[CH:2]([CH3:4])[CH3:3], predict the reactants needed to synthesize it. The reactants are: [CH2:1]([CH:5]([C:11]([O:13]CC)=[O:12])[C:6]([O:8]CC)=[O:7])[CH:2]([CH3:4])[CH3:3].[OH-].[Na+].Cl. (2) Given the product [N:15]1[C:9]2[NH:8][C:7]3[CH:16]=[C:3]([CH2:2][NH:1][C:24]([NH:23][C:17]4[CH:22]=[CH:21][CH:20]=[CH:19][CH:18]=4)=[O:25])[CH:4]=[CH:5][C:6]=3[S:11][C:10]=2[N:12]=[CH:13][CH:14]=1, predict the reactants needed to synthesize it. The reactants are: [NH2:1][CH2:2][C:3]1[CH:4]=[CH:5][C:6]2[S:11][C:10]3[N:12]=[CH:13][CH:14]=[N:15][C:9]=3[NH:8][C:7]=2[CH:16]=1.[C:17]1([N:23]=[C:24]=[O:25])[CH:22]=[CH:21][CH:20]=[CH:19][CH:18]=1. (3) Given the product [NH2:1][C:2]1[N:3]=[C:4]([CH3:20])[C:5]2[CH:11]=[C:10]([Br:21])[C:9](=[O:12])[N:8]([C@H:13]3[CH2:14][CH2:15][C@H:16]([OH:19])[CH2:17][CH2:18]3)[C:6]=2[N:7]=1, predict the reactants needed to synthesize it. The reactants are: [NH2:1][C:2]1[N:3]=[C:4]([CH3:20])[C:5]2[CH:11]=[CH:10][C:9](=[O:12])[N:8]([C@H:13]3[CH2:18][CH2:17][C@H:16]([OH:19])[CH2:15][CH2:14]3)[C:6]=2[N:7]=1.[Br:21]N1C(=O)CCC1=O. (4) Given the product [Cl:14][C:15]1[C:24]2[C:19](=[CH:20][CH:21]=[CH:22][CH:23]=2)[C:18]([S:25]([N:11]2[CH2:12][CH2:13][CH:8]([N:5]3[CH2:6][CH2:7][CH:2]([CH3:1])[CH2:3][CH2:4]3)[CH2:9][CH2:10]2)(=[O:27])=[O:26])=[CH:17][CH:16]=1, predict the reactants needed to synthesize it. The reactants are: [CH3:1][CH:2]1[CH2:7][CH2:6][N:5]([CH:8]2[CH2:13][CH2:12][NH:11][CH2:10][CH2:9]2)[CH2:4][CH2:3]1.[Cl:14][C:15]1[C:24]2[C:19](=[CH:20][CH:21]=[CH:22][CH:23]=2)[C:18]([S:25](Cl)(=[O:27])=[O:26])=[CH:17][CH:16]=1. (5) Given the product [CH2:15]([O:17][C:18]([CH:20]1[CH2:24][CH2:23][CH2:22][CH:21]1[NH:25][CH2:26][C:27]1[CH:28]=[CH:29][C:30]([F:33])=[CH:31][CH:32]=1)=[O:19])[CH3:16].[CH2:15]([O:17][C:18]([C@@H:20]1[CH2:24][CH2:23][CH2:22][C@@H:21]1[NH:25][CH2:26][C:27]1[CH:28]=[CH:29][C:30]([F:33])=[CH:31][CH:32]=1)=[O:19])[CH3:16], predict the reactants needed to synthesize it. The reactants are: C(O[BH-](OC(=O)C)OC(=O)C)(=O)C.[Na+].[CH2:15]([O:17][C:18]([C:20]1[CH2:24][CH2:23][CH2:22][C:21]=1[NH:25][CH2:26][C:27]1[CH:32]=[CH:31][C:30]([F:33])=[CH:29][CH:28]=1)=[O:19])[CH3:16].Cl.[OH-].[Na+]. (6) Given the product [CH3:19][C:14]1([CH3:20])[C:15]([CH3:18])([CH3:17])[O:16][B:12]([C:2]2[CH:10]=[C:9]([NH2:11])[CH:8]=[C:7]3[C:3]=2[CH:4]=[CH:5][NH:6]3)[O:13]1, predict the reactants needed to synthesize it. The reactants are: Br[C:2]1[CH:10]=[C:9]([NH2:11])[CH:8]=[C:7]2[C:3]=1[CH:4]=[CH:5][NH:6]2.[B:12]1([B:12]2[O:16][C:15]([CH3:18])([CH3:17])[C:14]([CH3:20])([CH3:19])[O:13]2)[O:16][C:15]([CH3:18])([CH3:17])[C:14]([CH3:20])([CH3:19])[O:13]1.C([O-])(=O)C.[K+].C(=O)(O)[O-].[Na+]. (7) Given the product [C:8]1([C:14]2[C:22]3[CH:21]=[N:20][CH:19]=[N:18][C:17]=3[O:16][C:15]=2[C:23]2[CH:28]=[CH:27][C:26]([C:29]3([NH2:33])[CH2:32][CH2:31][CH2:30]3)=[CH:25][CH:24]=2)[CH:9]=[CH:10][CH:11]=[CH:12][CH:13]=1, predict the reactants needed to synthesize it. The reactants are: C(O)(C(F)(F)F)=O.[C:8]1([C:14]2[C:22]3[CH:21]=[N:20][CH:19]=[N:18][C:17]=3[O:16][C:15]=2[C:23]2[CH:28]=[CH:27][C:26]([C:29]3([NH:33]C(=O)OC(C)(C)C)[CH2:32][CH2:31][CH2:30]3)=[CH:25][CH:24]=2)[CH:13]=[CH:12][CH:11]=[CH:10][CH:9]=1.